Dataset: hERG Central: cardiac toxicity at 1µM, 10µM, and general inhibition. Task: Predict hERG channel inhibition at various concentrations. The molecule is O=C(N/C(=C\c1ccc(Br)cc1)C(=O)N1CCOCC1)c1ccc([N+](=O)[O-])cc1. Results: hERG_inhib (hERG inhibition (general)): blocker.